This data is from Catalyst prediction with 721,799 reactions and 888 catalyst types from USPTO. The task is: Predict which catalyst facilitates the given reaction. (1) Reactant: C[O:2][CH:3](OC)[CH2:4][O:5][C:6]1[CH:15]=[CH:14][C:9]2[CH2:10][O:11][B:12]([OH:13])[C:8]=2[CH:7]=1.Cl. Product: [OH:13][B:12]1[C:8]2[CH:7]=[C:6]([O:5][CH2:4][CH:3]=[O:2])[CH:15]=[CH:14][C:9]=2[CH2:10][O:11]1. The catalyst class is: 21. (2) Reactant: [Cl:1][C:2]1[CH:7]=[CH:6][CH:5]=C[C:3]=1[C:8]1[CH:13]=[CH:12][CH:11]=[C:10]([NH:14][C:15]([C@@H:17]2[CH2:21][C@@H:20]([F:22])[CH2:19][N:18]2[C:23](=[O:45])[CH2:24][N:25]2[C:33]3[C:28](=[CH:29][C:30]([C:34]#[C:35][C:36]4[N:41]=[CH:40][CH:39]=[CH:38][N:37]=4)=[CH:31][CH:32]=3)[C:27]([C:42]([NH2:44])=[O:43])=[N:26]2)=[O:16])[C:9]=1[F:46].C[N:48](C(ON1N=NC2C=CC=NC1=2)=[N+](C)C)C.F[P-](F)(F)(F)(F)F.CCN(C(C)C)C(C)C. Product: [Cl:1][C:2]1[C:3]([C:8]2[C:9]([F:46])=[C:10]([NH:14][C:15]([C@@H:17]3[CH2:21][C@@H:20]([F:22])[CH2:19][N:18]3[C:23](=[O:45])[CH2:24][N:25]3[C:33]4[C:28](=[CH:29][C:30]([C:34]#[C:35][C:36]5[N:41]=[CH:40][CH:39]=[CH:38][N:37]=5)=[CH:31][CH:32]=4)[C:27]([C:42]([NH2:44])=[O:43])=[N:26]3)=[O:16])[CH:11]=[CH:12][CH:13]=2)=[N:48][CH:5]=[CH:6][CH:7]=1. The catalyst class is: 3. (3) Reactant: [Cl:1][C:2]1[CH:3]=[C:4]([CH2:8][CH2:9][N:10]([CH2:18][CH2:19][CH2:20][S:21][CH2:22][CH2:23][NH:24][CH2:25][C@H:26]([OH:38])[C:27]2[C:35]3[S:34][C:33](=[O:36])[NH:32][C:31]=3[C:30]([OH:37])=[CH:29][CH:28]=2)C(=O)OC(C)(C)C)[CH:5]=[CH:6][CH:7]=1.[ClH:39]. Product: [ClH:1].[ClH:39].[Cl:1][C:2]1[CH:3]=[C:4]([CH2:8][CH2:9][NH:10][CH2:18][CH2:19][CH2:20][S:21][CH2:22][CH2:23][NH:24][CH2:25][C@@H:26]([C:27]2[C:35]3[S:34][C:33](=[O:36])[NH:32][C:31]=3[C:30]([OH:37])=[CH:29][CH:28]=2)[OH:38])[CH:5]=[CH:6][CH:7]=1. The catalyst class is: 12. (4) Reactant: [CH2:1]([C:3]1[CH:4]=[C:5]2[C:9](=[CH:10][CH:11]=1)[N:8]([CH2:12][C:13]([O:15][CH3:16])=[O:14])[C:7]([C:17]([O:19]CC1C=CC=CC=1)=[O:18])=[CH:6]2)[CH3:2].C1CCCCC=1. Product: [CH2:1]([C:3]1[CH:4]=[C:5]2[C:9](=[CH:10][CH:11]=1)[N:8]([CH2:12][C:13]([O:15][CH3:16])=[O:14])[C:7]([C:17]([OH:19])=[O:18])=[CH:6]2)[CH3:2]. The catalyst class is: 29. (5) Reactant: [CH3:1][C:2]1[CH:7]=[CH:6][CH:5]=[CH:4][C:3]=1[B:8]([OH:10])[OH:9].[Br:11]N1C(=O)CCC1=O.N(C(C)(C)C#N)=NC(C)(C)C#N. Product: [Br:11][CH2:1][C:2]1[CH:7]=[CH:6][CH:5]=[CH:4][C:3]=1[B:8]([OH:10])[OH:9]. The catalyst class is: 53. (6) Reactant: O.C1(C)C=CC(S(O)(=O)=O)=CC=1.Cl[C:14]1[CH:19]=[CH:18][N:17]=[CH:16][C:15]=1[F:20].[Cl:21][C:22]1[CH:23]=[N:24][NH:25][CH:26]=1.C(=O)(O)[O-].[Na+]. Product: [Cl:21][C:22]1[CH:23]=[N:24][N:25]([C:14]2[CH:19]=[CH:18][N:17]=[CH:16][C:15]=2[F:20])[CH:26]=1. The catalyst class is: 41.